Dataset: Aqueous solubility values for 9,982 compounds from the AqSolDB database. Task: Regression/Classification. Given a drug SMILES string, predict its absorption, distribution, metabolism, or excretion properties. Task type varies by dataset: regression for continuous measurements (e.g., permeability, clearance, half-life) or binary classification for categorical outcomes (e.g., BBB penetration, CYP inhibition). For this dataset (solubility_aqsoldb), we predict Y. (1) The Y is -3.56 log mol/L. The molecule is CC(=O)OC1CCC2CCCCC2C1. (2) The drug is CC(=O)O[C@H]1CC[C@@]2(C)C(=CC[C@H]3[C@@H]4CCC(=O)[C@@]4(C)CC[C@@H]32)C1. The Y is -4.46 log mol/L. (3) The compound is S=C=Nc1ccc(Br)cc1. The Y is -4.27 log mol/L.